The task is: Predict the product of the given reaction.. This data is from Forward reaction prediction with 1.9M reactions from USPTO patents (1976-2016). Given the reactants C(OC(=O)[NH:7][CH2:8][CH:9]([NH:16][C:17]1[CH:22]=[CH:21][CH:20]=[C:19]([C:23]2[N:27]3[CH:28]=[CH:29][N:30]=[C:31]([N:32]4[CH2:37][CH2:36][N:35]([CH3:38])[CH2:34][CH2:33]4)[C:26]3=[N:25][CH:24]=2)[N:18]=1)[C:10]1[CH:15]=[CH:14][CH:13]=[CH:12][CH:11]=1)(C)(C)C.Cl, predict the reaction product. The product is: [CH3:38][N:35]1[CH2:34][CH2:33][N:32]([C:31]2[C:26]3[N:27]([C:23]([C:19]4[N:18]=[C:17]([NH:16][CH:9]([C:10]5[CH:15]=[CH:14][CH:13]=[CH:12][CH:11]=5)[CH2:8][NH2:7])[CH:22]=[CH:21][CH:20]=4)=[CH:24][N:25]=3)[CH:28]=[CH:29][N:30]=2)[CH2:37][CH2:36]1.